This data is from NCI-60 drug combinations with 297,098 pairs across 59 cell lines. The task is: Regression. Given two drug SMILES strings and cell line genomic features, predict the synergy score measuring deviation from expected non-interaction effect. (1) Cell line: CAKI-1. Synergy scores: CSS=28.4, Synergy_ZIP=-5.36, Synergy_Bliss=-6.47, Synergy_Loewe=-4.32, Synergy_HSA=-4.72. Drug 2: CN(CC1=CN=C2C(=N1)C(=NC(=N2)N)N)C3=CC=C(C=C3)C(=O)NC(CCC(=O)O)C(=O)O. Drug 1: CC1CCC2CC(C(=CC=CC=CC(CC(C(=O)C(C(C(=CC(C(=O)CC(OC(=O)C3CCCCN3C(=O)C(=O)C1(O2)O)C(C)CC4CCC(C(C4)OC)OCCO)C)C)O)OC)C)C)C)OC. (2) Synergy scores: CSS=-1.71, Synergy_ZIP=1.46, Synergy_Bliss=-0.376, Synergy_Loewe=-2.51, Synergy_HSA=-2.98. Drug 2: C1=CC(=CC=C1C#N)C(C2=CC=C(C=C2)C#N)N3C=NC=N3. Cell line: BT-549. Drug 1: CC1=CC2C(CCC3(C2CCC3(C(=O)C)OC(=O)C)C)C4(C1=CC(=O)CC4)C. (3) Drug 1: CCC(=C(C1=CC=CC=C1)C2=CC=C(C=C2)OCCN(C)C)C3=CC=CC=C3.C(C(=O)O)C(CC(=O)O)(C(=O)O)O. Drug 2: CC1C(C(CC(O1)OC2CC(CC3=C2C(=C4C(=C3O)C(=O)C5=CC=CC=C5C4=O)O)(C(=O)C)O)N)O. Cell line: COLO 205. Synergy scores: CSS=54.0, Synergy_ZIP=3.58, Synergy_Bliss=2.62, Synergy_Loewe=-7.22, Synergy_HSA=3.35. (4) Drug 1: CN1C(=O)N2C=NC(=C2N=N1)C(=O)N. Drug 2: CCC1(CC2CC(C3=C(CCN(C2)C1)C4=CC=CC=C4N3)(C5=C(C=C6C(=C5)C78CCN9C7C(C=CC9)(C(C(C8N6C)(C(=O)OC)O)OC(=O)C)CC)OC)C(=O)OC)O.OS(=O)(=O)O. Cell line: NCI-H522. Synergy scores: CSS=8.15, Synergy_ZIP=2.23, Synergy_Bliss=6.20, Synergy_Loewe=-18.6, Synergy_HSA=-0.857. (5) Drug 1: C1CN1C2=NC(=NC(=N2)N3CC3)N4CC4. Drug 2: COC1=CC(=CC(=C1O)OC)C2C3C(COC3=O)C(C4=CC5=C(C=C24)OCO5)OC6C(C(C7C(O6)COC(O7)C8=CC=CS8)O)O. Cell line: OVCAR-4. Synergy scores: CSS=5.46, Synergy_ZIP=-2.66, Synergy_Bliss=0.420, Synergy_Loewe=-0.902, Synergy_HSA=0.231. (6) Drug 1: CC1=C2C(C(=O)C3(C(CC4C(C3C(C(C2(C)C)(CC1OC(=O)C(C(C5=CC=CC=C5)NC(=O)OC(C)(C)C)O)O)OC(=O)C6=CC=CC=C6)(CO4)OC(=O)C)OC)C)OC. Drug 2: CN(C(=O)NC(C=O)C(C(C(CO)O)O)O)N=O. Cell line: HL-60(TB). Synergy scores: CSS=75.5, Synergy_ZIP=13.2, Synergy_Bliss=8.57, Synergy_Loewe=-24.7, Synergy_HSA=9.05.